Task: Predict the reactants needed to synthesize the given product.. Dataset: Full USPTO retrosynthesis dataset with 1.9M reactions from patents (1976-2016) (1) Given the product [N+:24]([C:27]1[CH:28]=[CH:29][C:30]([C:31]([O:19][C:3]([C:2]([F:1])([F:20])[F:21])([C:4]#[C:5][Si:6]([CH:13]([CH3:14])[CH3:15])([CH:10]([CH3:11])[CH3:12])[CH:7]([CH3:8])[CH3:9])[CH2:16][CH:17]=[CH2:18])=[O:32])=[CH:34][CH:35]=1)([O-:26])=[O:25], predict the reactants needed to synthesize it. The reactants are: [F:1][C:2]([F:21])([F:20])[C:3]([OH:19])([CH2:16][CH:17]=[CH2:18])[C:4]#[C:5][Si:6]([CH:13]([CH3:15])[CH3:14])([CH:10]([CH3:12])[CH3:11])[CH:7]([CH3:9])[CH3:8].[H-].[Na+].[N+:24]([C:27]1[CH:35]=[CH:34][C:30]([C:31](Cl)=[O:32])=[CH:29][CH:28]=1)([O-:26])=[O:25]. (2) Given the product [CH3:27][N:28]([CH3:33])[CH2:29][CH2:30][CH2:31][O:13][N:12]=[C:9]1[CH2:8][C:7]([CH2:15][CH3:16])([CH3:14])[N:6]([O:17][CH:18]([C:20]2[CH:21]=[CH:22][CH:23]=[CH:24][CH:25]=2)[CH3:19])[C:5]([CH2:3][CH3:4])([CH3:26])[CH:10]1[CH3:11], predict the reactants needed to synthesize it. The reactants are: [H-].[Na+].[CH2:3]([C:5]1([CH3:26])[CH:10]([CH3:11])[C:9](=[N:12][OH:13])[CH2:8][C:7]([CH2:15][CH3:16])([CH3:14])[N:6]1[O:17][CH:18]([C:20]1[CH:25]=[CH:24][CH:23]=[CH:22][CH:21]=1)[CH3:19])[CH3:4].[CH3:27][N:28]([CH3:33])[CH2:29][CH2:30][CH2:31]Cl. (3) Given the product [CH2:26]([N:21]1[CH2:22][CH2:23][O:24][C@@H:19]([C:16]2[CH:15]=[CH:14][C:13]([OH:12])=[CH:18][CH:17]=2)[CH2:20]1)[C:27]1[CH:28]=[CH:29][CH:30]=[CH:31][CH:32]=1, predict the reactants needed to synthesize it. The reactants are: Cl[Si](C)(C)C.[BH4-].[Li+].CS([O:12][C:13]1[CH:18]=[CH:17][C:16]([C@@H:19]2[O:24][CH2:23][C:22](=O)[N:21]([CH2:26][C:27]3[CH:32]=[CH:31][CH:30]=[CH:29][CH:28]=3)[CH2:20]2)=[CH:15][CH:14]=1)(=O)=O.[OH-].[K+]. (4) Given the product [F:33][C:34]([F:39])([F:38])[C:35]([OH:37])=[O:36].[Cl:1][C:2]1[CH:3]=[C:4]([C:12]2[S:16][C:15]([N:17]3[C:25]4[CH2:24][CH2:23][NH:22][CH2:21][C:20]=4[CH:19]=[N:18]3)=[N:14][N:13]=2)[CH:5]=[CH:6][C:7]=1[O:8][CH:9]([CH3:10])[CH3:11], predict the reactants needed to synthesize it. The reactants are: [Cl:1][C:2]1[CH:3]=[C:4]([C:12]2[S:16][C:15]([N:17]3[CH:25]4[CH:20]([CH2:21][N:22](C(OC(C)(C)C)=O)[CH2:23][CH2:24]4)[CH:19]=[N:18]3)=[N:14][N:13]=2)[CH:5]=[CH:6][C:7]=1[O:8][CH:9]([CH3:11])[CH3:10].[F:33][C:34]([F:39])([F:38])[C:35]([OH:37])=[O:36]. (5) The reactants are: [C:1]([O:5][C:6](=[O:16])[CH2:7][NH:8][C:9]([O:11][C:12]([CH3:15])([CH3:14])[CH3:13])=[O:10])([CH3:4])([CH3:3])[CH3:2].[Li+].C[Si]([N-][Si](C)(C)C)(C)C.Br[CH2:28][C:29]1[CH:38]=[CH:37][C:32]([C:33]([O:35][CH3:36])=[O:34])=[CH:31][CH:30]=1. Given the product [C:1]([O:5][C:6](=[O:16])[CH:7]([NH:8][C:9]([O:11][C:12]([CH3:15])([CH3:14])[CH3:13])=[O:10])[CH2:28][C:29]1[CH:38]=[CH:37][C:32]([C:33]([O:35][CH3:36])=[O:34])=[CH:31][CH:30]=1)([CH3:3])([CH3:4])[CH3:2], predict the reactants needed to synthesize it. (6) The reactants are: [CH3:1][C:2]1[C:6]([CH:7]=[O:8])=[C:5]([CH3:9])[O:4][N:3]=1.[CH3:10][Mg+].[Br-].O. Given the product [CH3:1][C:2]1[C:6]([CH:7]([OH:8])[CH3:10])=[C:5]([CH3:9])[O:4][N:3]=1, predict the reactants needed to synthesize it.